This data is from Full USPTO retrosynthesis dataset with 1.9M reactions from patents (1976-2016). The task is: Predict the reactants needed to synthesize the given product. (1) Given the product [O:20]=[S:2]1(=[O:1])[CH2:6][CH2:5][C:4]2[CH:7]=[C:8]([B:11]3[O:15][C:14]([CH3:16])([CH3:17])[C:13]([CH3:19])([CH3:18])[O:12]3)[CH:9]=[CH:10][C:3]1=2, predict the reactants needed to synthesize it. The reactants are: [O:1]=[S:2]1(=[O:20])[CH:6]=[CH:5][C:4]2[CH:7]=[C:8]([B:11]3[O:15][C:14]([CH3:17])([CH3:16])[C:13]([CH3:19])([CH3:18])[O:12]3)[CH:9]=[CH:10][C:3]1=2. (2) Given the product [ClH:23].[ClH:23].[NH:8]1[CH2:9][CH2:10][CH:11]([NH:14][C:15]2[CH:20]=[CH:19][C:18]([C:21]#[N:22])=[CH:17][N:16]=2)[CH2:12][CH2:13]1, predict the reactants needed to synthesize it. The reactants are: C(OC([N:8]1[CH2:13][CH2:12][CH:11]([NH:14][C:15]2[CH:20]=[CH:19][C:18]([C:21]#[N:22])=[CH:17][N:16]=2)[CH2:10][CH2:9]1)=O)(C)(C)C.[ClH:23]. (3) Given the product [CH3:1][C:2]1[CH:7]=[CH:6][C:5]([C:12]2[CH:13]=[C:14]([CH:20]=[CH:21][N:22]=2)[C:15]([O:17][CH2:18][CH3:19])=[O:16])=[CH:4][CH:3]=1, predict the reactants needed to synthesize it. The reactants are: [CH3:1][C:2]1[CH:7]=[CH:6][C:5](B(O)O)=[CH:4][CH:3]=1.Cl[C:12]1[CH:13]=[C:14]([CH:20]=[CH:21][N:22]=1)[C:15]([O:17][CH2:18][CH3:19])=[O:16]. (4) Given the product [CH3:29][O:28][C:11]1[CH:12]=[C:13]2[C:8](=[CH:9][C:10]=1[O:30][CH3:31])[CH:7]1[CH:16]([CH2:17][CH2:18][CH:5]([O:4][C:1](=[O:3])[CH3:2])[CH2:6]1)[N:15]=[C:14]2[C:19]1[CH:27]=[CH:26][C:22]([C:23]([NH:36][C:34](=[NH:35])[S:33][CH3:32])=[O:25])=[CH:21][CH:20]=1, predict the reactants needed to synthesize it. The reactants are: [C:1]([O:4][CH:5]1[CH2:18][CH2:17][CH:16]2[CH:7]([C:8]3[C:13]([C:14]([C:19]4[CH:27]=[CH:26][C:22]([C:23]([OH:25])=O)=[CH:21][CH:20]=4)=[N:15]2)=[CH:12][C:11]([O:28][CH3:29])=[C:10]([O:30][CH3:31])[CH:9]=3)[CH2:6]1)(=[O:3])[CH3:2].[CH3:32][S:33][C:34]([NH2:36])=[NH:35].OS(O)(=O)=O.Cl.C(N=C=NCCCN(C)C)C.C(N(C(C)C)C(C)C)C. (5) Given the product [NH2:1][C:2]1[C:10]([F:11])=[C:9]([F:12])[C:8]([F:13])=[C:7]([F:14])[C:3]=1[C:4]([NH:36][O:35][CH2:28][C:29]1[CH:34]=[CH:33][CH:32]=[CH:31][CH:30]=1)=[O:6], predict the reactants needed to synthesize it. The reactants are: [NH2:1][C:2]1[C:10]([F:11])=[C:9]([F:12])[C:8]([F:13])=[C:7]([F:14])[C:3]=1[C:4]([OH:6])=O.C(N1C=CN=C1)(N1C=CN=C1)=O.Cl.[CH2:28]([O:35][NH2:36])[C:29]1[CH:34]=[CH:33][CH:32]=[CH:31][CH:30]=1.C(N(CC)CC)C. (6) The reactants are: N1C=CC=C1.[C:6]([O:10][C:11]([NH:13][C:14]1[CH:15]=[C:16]([C:20]([NH:22][C:23]2[CH:24]=[C:25](C(OC)=O)[N:26]([CH3:28])[CH:27]=2)=[O:21])[N:17]([CH3:19])[CH:18]=1)=[O:12])([CH3:9])([CH3:8])[CH3:7].Cl.[C:34](C1NC=CC=1)([O:36][C:37](C)(C)C)=[O:35].CCN=[C:49]=[N:50][CH2:51][CH2:52][CH2:53][N:54]([CH3:56])[CH3:55].[OH-:57].[Na+]. Given the product [C:6]([O:10][C:11]([NH:13][C:14]1[CH:15]=[C:16]([C:20]([NH:22][C:23]2[CH:24]=[C:25]([C:49]([NH:50][C:51]3[CH:52]=[C:53]([C:34]([O:36][CH3:37])=[O:35])[N:54]([CH3:55])[CH:56]=3)=[O:57])[N:26]([CH3:28])[CH:27]=2)=[O:21])[N:17]([CH3:19])[CH:18]=1)=[O:12])([CH3:7])([CH3:8])[CH3:9], predict the reactants needed to synthesize it. (7) Given the product [CH3:16][O:17][C:18]([C:20]1[C:29]2[C:24](=[CH:25][CH:26]=[C:27]([O:30][CH3:31])[CH:28]=2)[N:23]=[CH:22][C:21]=1[O:6][S:3]([C:2]([F:15])([F:14])[F:1])(=[O:5])=[O:4])=[O:19], predict the reactants needed to synthesize it. The reactants are: [F:1][C:2]([F:15])([F:14])[S:3]([O:6]S(C(F)(F)F)(=O)=O)(=[O:5])=[O:4].[CH3:16][O:17][C:18]([C:20]1[C:29]2[C:24](=[CH:25][CH:26]=[C:27]([O:30][CH3:31])[CH:28]=2)[N:23]=[CH:22][C:21]=1O)=[O:19].C(N(CC)CC)C.C(OCC)(=O)C.